This data is from Forward reaction prediction with 1.9M reactions from USPTO patents (1976-2016). The task is: Predict the product of the given reaction. (1) Given the reactants [Br:1][C:2]1[C:7]([N+:8]([O-])=O)=[C:6]([N:11]2[CH2:16][CH2:15][CH:14]([C:17]([N:19]3[CH2:24][CH2:23][N:22]([CH3:25])[CH2:21][CH2:20]3)=[O:18])[CH2:13][CH2:12]2)[C:5]([F:26])=[CH:4][N:3]=1.CCOC(C)=O.C(O)C, predict the reaction product. The product is: [BrH:1].[NH2:8][C:7]1[CH:2]=[N:3][CH:4]=[C:5]([F:26])[C:6]=1[N:11]1[CH2:12][CH2:13][CH:14]([C:17]([N:19]2[CH2:20][CH2:21][N:22]([CH3:25])[CH2:23][CH2:24]2)=[O:18])[CH2:15][CH2:16]1. (2) Given the reactants C([N:8]1[C@@H:13]([CH3:14])[CH2:12][N:11]([C:15]2[CH:16]=[CH:17][C:18]3[N:19]([C:21]([C:24]([F:27])([F:26])[F:25])=[N:22][N:23]=3)[N:20]=2)[C@H:10]([CH3:28])[CH2:9]1)C1C=CC=CC=1.Cl, predict the reaction product. The product is: [CH3:28][C@@H:10]1[CH2:9][NH:8][C@@H:13]([CH3:14])[CH2:12][N:11]1[C:15]1[CH:16]=[CH:17][C:18]2[N:19]([C:21]([C:24]([F:27])([F:26])[F:25])=[N:22][N:23]=2)[N:20]=1. (3) Given the reactants [OH:1][CH:2]1[C:6]2([CH2:11][CH2:10][N:9]([C:12]([O:14][C:15]([CH3:18])([CH3:17])[CH3:16])=[O:13])[CH2:8][CH2:7]2)[C:5](=[O:19])[NH:4][CH2:3]1.Br[C:21]1[CH2:25][O:24][C:23](=[O:26])[CH:22]=1.CC1(C)C2C(=C(P(C3C=CC=CC=3)C3C=CC=CC=3)C=CC=2)OC2C(P(C3C=CC=CC=3)C3C=CC=CC=3)=CC=CC1=2.C([O-])([O-])=O.[K+].[K+].N#N.O, predict the reaction product. The product is: [OH:1][CH:2]1[C:6]2([CH2:7][CH2:8][N:9]([C:12]([O:14][C:15]([CH3:16])([CH3:18])[CH3:17])=[O:13])[CH2:10][CH2:11]2)[C:5](=[O:19])[N:4]([C:21]2[CH2:25][O:24][C:23](=[O:26])[CH:22]=2)[CH2:3]1. (4) Given the reactants C[O:2][C:3](=[O:35])[CH2:4][O:5][C:6]1[CH:14]=[CH:13][C:12]([S:15][CH2:16][C:17]2[CH:22]=[CH:21][CH:20]=[CH:19][C:18]=2[O:23][CH2:24][C:25]2[CH:30]=[CH:29][C:28]([C:31]([F:34])([F:33])[F:32])=[CH:27][CH:26]=2)=[C:11]2[C:7]=1[CH2:8][CH2:9][CH2:10]2.[K+].[Br-], predict the reaction product. The product is: [F:33][C:31]([F:32])([F:34])[C:28]1[CH:29]=[CH:30][C:25]([CH2:24][O:23][C:18]2[CH:19]=[CH:20][CH:21]=[CH:22][C:17]=2[CH2:16][S:15][C:12]2[CH:13]=[CH:14][C:6]([O:5][CH2:4][C:3]([OH:35])=[O:2])=[C:7]3[C:11]=2[CH2:10][CH2:9][CH2:8]3)=[CH:26][CH:27]=1. (5) The product is: [ClH:38].[C:1]1([N:7]([CH2:31][CH2:32][C:33]([O:35][CH2:36][CH3:37])=[O:34])[S:8]([C:11]2[CH:30]=[CH:29][C:14]3[N:15]([CH3:28])[C:16]([CH2:18][NH:19][C:20]4[CH:25]=[CH:24][C:23]([C:26](=[NH:46])[NH2:27])=[CH:22][CH:21]=4)=[N:17][C:13]=3[CH:12]=2)(=[O:9])=[O:10])[CH:2]=[CH:3][CH:4]=[CH:5][CH:6]=1. Given the reactants [C:1]1([N:7]([CH2:31][CH2:32][C:33]([O:35][CH2:36][CH3:37])=[O:34])[S:8]([C:11]2[CH:30]=[CH:29][C:14]3[N:15]([CH3:28])[C:16]([CH2:18][NH:19][C:20]4[CH:25]=[CH:24][C:23]([C:26]#[N:27])=[CH:22][CH:21]=4)=[N:17][C:13]=3[CH:12]=2)(=[O:10])=[O:9])[CH:6]=[CH:5][CH:4]=[CH:3][CH:2]=1.[ClH:38].C(O)C.C(=O)([O-])[O-].[NH4+:46].[NH4+], predict the reaction product. (6) Given the reactants N1C=CN=C1.C1(P(C2C=CC=CC=2)C2C=CC=CC=2)C=CC=CC=1.[I:25]I.[CH3:27][O:28][C:29]([C:31]1([CH2:46]O)[CH:35]([CH3:36])[C:34](=[O:37])[N:33]([C:38]2[C:43]([CH3:44])=[CH:42][CH:41]=[CH:40][C:39]=2[CH3:45])[CH2:32]1)=[O:30], predict the reaction product. The product is: [CH3:27][O:28][C:29]([C:31]1([CH2:46][I:25])[CH:35]([CH3:36])[C:34](=[O:37])[N:33]([C:38]2[C:43]([CH3:44])=[CH:42][CH:41]=[CH:40][C:39]=2[CH3:45])[CH2:32]1)=[O:30]. (7) Given the reactants [C:1]([C:3]1[CH:4]=[N:5][CH:6]=[C:7]([O:9][CH3:10])[CH:8]=1)#[CH:2].[F:11][C:12]1[CH:17]=[CH:16][C:15](I)=[CH:14][C:13]=1[F:19].C(N(CC)CC)C, predict the reaction product. The product is: [F:11][C:12]1[CH:17]=[C:16]([C:2]#[C:1][C:3]2[CH:4]=[N:5][CH:6]=[C:7]([O:9][CH3:10])[CH:8]=2)[CH:15]=[CH:14][C:13]=1[F:19]. (8) Given the reactants [Br:1][C:2]1[CH:3]=[CH:4][C:5]([NH:8][C:9](=[O:19])[C:10]2[CH:15]=[CH:14][CH:13]=[C:12]([N+:16]([O-])=O)[CH:11]=2)=[N:6][CH:7]=1.CCOC(C)=O, predict the reaction product. The product is: [NH2:16][C:12]1[CH:11]=[C:10]([CH:15]=[CH:14][CH:13]=1)[C:9]([NH:8][C:5]1[CH:4]=[CH:3][C:2]([Br:1])=[CH:7][N:6]=1)=[O:19]. (9) Given the reactants [CH3:1][C:2]1[S:21][C:5]2[NH:6][C:7]3[CH:20]=[CH:19][CH:18]=[CH:17][C:8]=3[N:9]=[C:10]([N:11]3[CH2:16][CH2:15][NH:14][CH2:13][CH2:12]3)[C:4]=2[CH:3]=1.[CH2:22]([O:24][C:25](=[O:36])[C:26](=[CH2:35])[NH:27][C:28]([O:30][C:31]([CH3:34])([CH3:33])[CH3:32])=[O:29])[CH3:23], predict the reaction product. The product is: [C:28]([NH:27][CH:26]([CH2:35][N:14]1[CH2:15][CH2:16][N:11]([C:10]2[C:4]3[CH:3]=[C:2]([CH3:1])[S:21][C:5]=3[NH:6][C:7]3[CH:20]=[CH:19][CH:18]=[CH:17][C:8]=3[N:9]=2)[CH2:12][CH2:13]1)[C:25]([O:24][CH2:22][CH3:23])=[O:36])([O:30][C:31]([CH3:33])([CH3:34])[CH3:32])=[O:29]. (10) Given the reactants [Br:1][C:2]1[CH:7]=[CH:6][C:5]([N:8]2[C:12](=[O:13])[NH:11][N:10]=[CH:9]2)=[C:4]([F:14])[CH:3]=1.[H-].[Na+].Br[CH2:18][CH2:19][NH:20][S:21]([CH3:24])(=[O:23])=[O:22], predict the reaction product. The product is: [Br:1][C:2]1[CH:7]=[CH:6][C:5]([N:8]2[C:12](=[O:13])[N:11]([CH2:18][CH2:19][NH:20][S:21]([CH3:24])(=[O:23])=[O:22])[N:10]=[CH:9]2)=[C:4]([F:14])[CH:3]=1.